Dataset: Catalyst prediction with 721,799 reactions and 888 catalyst types from USPTO. Task: Predict which catalyst facilitates the given reaction. (1) Reactant: [Cl:1][C:2]1[CH:24]=[C:23]([F:25])[C:22]([F:26])=[CH:21][C:3]=1[C:4]([NH:6][C:7]([NH:9][C:10]1[CH:15]=[C:14]([N+:16]([O-])=O)[CH:13]=[CH:12][C:11]=1[O:19][CH3:20])=[O:8])=[O:5].[OH-].[Na+]. Product: [Cl:1][C:2]1[CH:24]=[C:23]([F:25])[C:22]([F:26])=[CH:21][C:3]=1[C:4]([NH:6][C:7]([NH:9][C:10]1[CH:15]=[C:14]([NH2:16])[CH:13]=[CH:12][C:11]=1[O:19][CH3:20])=[O:8])=[O:5]. The catalyst class is: 13. (2) Reactant: CS([CH2:5][CH2:6][CH2:7][CH2:8][CH2:9][C:10]([O:12][CH2:13][CH3:14])=[O:11])(=O)=O.[CH3:15][NH:16][CH3:17]. Product: [CH3:15][N:16]([CH3:17])[CH2:5][CH2:6][CH2:7][CH2:8][CH2:9][C:10]([O:12][CH2:13][CH3:14])=[O:11]. The catalyst class is: 8. (3) Reactant: [NH2:1][C:2]([C:4]1[O:5][C:6]2[CH:21]=[CH:20][C:19]([Br:22])=[CH:18][C:7]=2[C:8]=1[NH:9][C:10](=O)[C@@H:11]1[CH2:15][CH2:14][CH2:13][N:12]1[CH3:16])=[O:3].[OH-].[Na+].[ClH:25]. Product: [ClH:25].[Br:22][C:19]1[CH:20]=[CH:21][C:6]2[O:5][C:4]3[C:2](=[O:3])[NH:1][C:10]([C@@H:11]4[CH2:15][CH2:14][CH2:13][N:12]4[CH3:16])=[N:9][C:8]=3[C:7]=2[CH:18]=1. The catalyst class is: 8. (4) Reactant: Br[C:2]1[CH:3]=[C:4]([S:9]([N:12]2[C:18]3[CH:19]=[CH:20][CH:21]=[CH:22][C:17]=3[CH2:16][CH2:15][CH2:14][CH2:13]2)(=[O:11])=[O:10])[CH:5]=[CH:6][C:7]=1[Cl:8].O.[Cl:24][C:25]1[CH:30]=[C:29]([Cl:31])[C:28](B(O)O)=[CH:27][N:26]=1.F[B-](F)(F)F.C([PH+](C(C)(C)C)C(C)(C)C)(C)(C)C.[OH-].[K+]. The catalyst class is: 443. Product: [Cl:8][C:7]1[CH:6]=[CH:5][C:4]([S:9]([N:12]2[C:18]3[CH:19]=[CH:20][CH:21]=[CH:22][C:17]=3[CH2:16][CH2:15][CH2:14][CH2:13]2)(=[O:11])=[O:10])=[CH:3][C:2]=1[C:28]1[CH:27]=[N:26][C:25]([Cl:24])=[CH:30][C:29]=1[Cl:31]. (5) Reactant: [F:1][C:2]1[CH:3]=[CH:4][CH:5]=[C:6]2[C:10]=1[NH:9][C:8](=[O:11])[CH:7]2[C:12]1[N:17]=[C:16]([O:18][CH3:19])[N:15]=[C:14]([CH3:20])[N:13]=1.CN1C=CN=C1.[F:27][CH:28]([F:33])[S:29](Cl)(=[O:31])=[O:30].O. Product: [F:27][CH:28]([F:33])[S:29]([N:9]1[C:10]2[C:6](=[CH:5][CH:4]=[CH:3][C:2]=2[F:1])[CH:7]([C:12]2[N:17]=[C:16]([O:18][CH3:19])[N:15]=[C:14]([CH3:20])[N:13]=2)[C:8]1=[O:11])(=[O:31])=[O:30]. The catalyst class is: 4. (6) Reactant: C(OC([N:8]1[CH2:13][CH2:12][CH:11]([C:14](=[O:30])[NH:15][C:16]2[CH:21]=[CH:20][CH:19]=[C:18]([O:22][C:23]3[CH:28]=[CH:27][C:26]([F:29])=[CH:25][CH:24]=3)[CH:17]=2)[CH2:10][CH2:9]1)=O)(C)(C)C.[ClH:31]. Product: [ClH:31].[F:29][C:26]1[CH:27]=[CH:28][C:23]([O:22][C:18]2[CH:17]=[C:16]([NH:15][C:14]([CH:11]3[CH2:10][CH2:9][NH:8][CH2:13][CH2:12]3)=[O:30])[CH:21]=[CH:20][CH:19]=2)=[CH:24][CH:25]=1. The catalyst class is: 12. (7) Reactant: [C:1]([C:5]1[CH:6]=[C:7]([CH:12]=[C:13]([S:16][CH3:17])[C:14]=1[OH:15])[C:8]([O:10][CH3:11])=[O:9])([CH3:4])([CH3:3])[CH3:2].[C:18](=O)([O-])[O-].[K+].[K+].COS(=O)(=O)OC.O. Product: [C:1]([C:5]1[CH:6]=[C:7]([CH:12]=[C:13]([S:16][CH3:17])[C:14]=1[O:15][CH3:18])[C:8]([O:10][CH3:11])=[O:9])([CH3:4])([CH3:2])[CH3:3]. The catalyst class is: 9. (8) Reactant: [CH2:1]([NH:8][C:9](=O)[CH:10]([NH:17][S:18]([C:21]1[C:30]2[C:25](=[CH:26][CH:27]=[CH:28][CH:29]=2)[C:24]([CH3:31])=[CH:23][CH:22]=1)(=[O:20])=[O:19])[CH2:11][C:12]1[N:13]=[CH:14][NH:15][CH:16]=1)[C:2]1[CH:7]=[CH:6][CH:5]=[CH:4][CH:3]=1.C(O)(=O)C. The catalyst class is: 1. Product: [CH2:1]([NH:8][CH2:9][C@@H:10]([NH:17][S:18]([C:21]1[C:30]2[C:25](=[CH:26][CH:27]=[CH:28][CH:29]=2)[C:24]([CH3:31])=[CH:23][CH:22]=1)(=[O:20])=[O:19])[CH2:11][C:12]1[N:13]=[CH:14][NH:15][CH:16]=1)[C:2]1[CH:7]=[CH:6][CH:5]=[CH:4][CH:3]=1.